This data is from Forward reaction prediction with 1.9M reactions from USPTO patents (1976-2016). The task is: Predict the product of the given reaction. (1) The product is: [CH2:34]([N:29]([CH2:22][C:23]1[CH:24]=[CH:25][CH:26]=[CH:27][CH:28]=1)[CH2:30][CH2:31][CH2:32][O:11][CH2:10][CH2:9][O:8][CH2:1][C:2]1[CH:3]=[CH:4][CH:5]=[CH:6][CH:7]=1)[C:35]1[CH:40]=[CH:39][CH:38]=[CH:37][CH:36]=1. Given the reactants [CH2:1]([O:8][CH2:9][CH2:10][O:11]S(C1C=CC(C)=CC=1)(=O)=O)[C:2]1[CH:7]=[CH:6][CH:5]=[CH:4][CH:3]=1.[CH2:22]([N:29]([CH2:34][C:35]1[CH:40]=[CH:39][CH:38]=[CH:37][CH:36]=1)[CH2:30][CH2:31][CH2:32]O)[C:23]1[CH:28]=[CH:27][CH:26]=[CH:25][CH:24]=1.[OH-].[Na+], predict the reaction product. (2) Given the reactants C([O:3][C:4](=[O:26])[CH2:5][S:6][C:7]1[N:11]2[CH:12]=[CH:13][N:14]=[C:15]([NH2:16])[C:10]2=[C:9]([C:17]2[NH:18][C:19]3[C:24]([CH:25]=2)=[CH:23][CH:22]=[CH:21][CH:20]=3)[N:8]=1)C.Cl, predict the reaction product. The product is: [NH2:16][C:15]1[C:10]2[N:11]([C:7]([S:6][CH2:5][C:4]([OH:26])=[O:3])=[N:8][C:9]=2[C:17]2[NH:18][C:19]3[C:24]([CH:25]=2)=[CH:23][CH:22]=[CH:21][CH:20]=3)[CH:12]=[CH:13][N:14]=1. (3) Given the reactants Br[C:2]1[C:3]([O:12][CH2:13][CH3:14])=[N:4][CH:5]=[C:6]([C:8]([F:11])([F:10])[F:9])[CH:7]=1.[NH2:15][C:16]1[CH:17]=[C:18]2[C:22]3=[C:23]([CH2:25][O:26][CH2:27][CH2:28][N:21]3[C@H:20]3[CH2:29][CH2:30][N:31](C(OC(C)(C)C)=O)[CH2:32][C@@H:19]23)[CH:24]=1.[Cl:40]CCl, predict the reaction product. The product is: [ClH:40].[ClH:40].[CH2:13]([O:12][C:3]1[C:2]([NH:15][C:16]2[CH:17]=[C:18]3[C:22]4=[C:23]([CH2:25][O:26][CH2:27][CH2:28][N:21]4[C@H:20]4[CH2:29][CH2:30][NH:31][CH2:32][C@@H:19]34)[CH:24]=2)=[CH:7][C:6]([C:8]([F:11])([F:10])[F:9])=[CH:5][N:4]=1)[CH3:14]. (4) Given the reactants C[Si](C)(C)[N-][Si](C)(C)C.[Li+].[SH:11][C:12]1[S:13][CH:14]=[C:15]([C:17]2[CH2:18][C@@H:19]([CH3:29])[N:20]([C:23]([O:25][CH2:26][CH:27]=[CH2:28])=[O:24])[CH2:21][CH:22]=2)[N:16]=1.O(P(OC1C=CC=CC=1)O[C:39]1[C@H:45]([CH3:46])[C@H:44]2[N:41]([C:42](=[O:54])[C@@H:43]2[C@H:47]([O:49][Si:50]([CH3:53])([CH3:52])[CH3:51])[CH3:48])[C:40]=1[C:55]([O:57][CH2:58][CH:59]=[CH2:60])=[O:56])C1C=CC=CC=1.C(#N)C, predict the reaction product. The product is: [CH2:26]([O:25][C:23]([N:20]1[CH2:21][CH:22]=[C:17]([C:15]2[N:16]=[C:12]([S:11][C:39]3[C@H:45]([CH3:46])[C@H:44]4[N:41]([C:42](=[O:54])[C@@H:43]4[C@H:47]([O:49][Si:50]([CH3:51])([CH3:52])[CH3:53])[CH3:48])[C:40]=3[C:55]([O:57][CH2:58][CH:59]=[CH2:60])=[O:56])[S:13][CH:14]=2)[CH2:18][C@H:19]1[CH3:29])=[O:24])[CH:27]=[CH2:28].